Dataset: Full USPTO retrosynthesis dataset with 1.9M reactions from patents (1976-2016). Task: Predict the reactants needed to synthesize the given product. (1) Given the product [Cl-:1].[C@@H:2]1([C@H:15]([NH+:16]([CH3:18])[CH3:17])[CH3:20])[C:14]2[N:6]([N:7]=[C:8]3[C:13]=2[CH:12]=[CH:11][CH:10]=[CH:9]3)[CH2:5][CH2:4][O:3]1, predict the reactants needed to synthesize it. The reactants are: [Cl-:1].[C@H:2]1([CH2:15][NH+:16]([CH3:18])[CH3:17])[C:14]2[N:6]([N:7]=[C:8]3[C:13]=2[CH:12]=[CH:11][CH:10]=[CH:9]3)[CH2:5][CH2:4][O:3]1.[Cl-].[C@@H:20]1([C@H]([NH2+]C)C)C2N(N=C3C=2C=CC=C3)CCO1. (2) Given the product [CH3:17][C:14]1[CH:15]=[CH:16][C:11]([C:9]2[N:8]=[C:5]3[N:4]([CH:10]=2)[N:3]=[C:2]([C:29]2[C:30]([C:35]([F:38])([F:37])[F:36])=[N:31][CH:32]=[CH:33][CH:34]=2)[CH:7]=[CH:6]3)=[CH:12][C:13]=1[N+:18]([O-:20])=[O:19], predict the reactants needed to synthesize it. The reactants are: Cl[C:2]1[CH:7]=[CH:6][C:5]2=[N:8][C:9]([C:11]3[CH:16]=[CH:15][C:14]([CH3:17])=[C:13]([N+:18]([O-:20])=[O:19])[CH:12]=3)=[CH:10][N:4]2[N:3]=1.CC1(C)C(C)(C)OB([C:29]2[C:30]([C:35]([F:38])([F:37])[F:36])=[N:31][CH:32]=[CH:33][CH:34]=2)O1.CC([O-])=O.[K+].C1(P(C2CCCCC2)C2C=CC=CC=2C2C(C(C)C)=CC(C(C)C)=CC=2C(C)C)CCCCC1. (3) Given the product [Cl:17][C:14]1[CH:15]=[C:16]2[NH:8][C:9](=[O:30])[C:10]3([CH:18]([C:19]4[CH:24]=[C:23]([Cl:25])[CH:22]=[CH:21][C:20]=4[O:26][CH2:27][C:28]#[N:29])[CH2:41][C:40](=[O:42])[NH:39][CH:38]3[C:36]3[CH:37]=[C:32]([F:31])[CH:33]=[CH:34][C:35]=3[CH3:47])[C:11]2=[CH:12][CH:13]=1, predict the reactants needed to synthesize it. The reactants are: C(OC([N:8]1[C:16]2[C:11](=[CH:12][CH:13]=[C:14]([Cl:17])[CH:15]=2)/[C:10](=[CH:18]/[C:19]2[CH:24]=[C:23]([Cl:25])[CH:22]=[CH:21][C:20]=2[O:26][CH2:27][C:28]#[N:29])/[C:9]1=[O:30])=O)(C)(C)C.[F:31][C:32]1[CH:33]=[CH:34][C:35]([CH3:47])=[C:36]([CH:38]=[N:39][C:40]([O:42][Si](C)(C)C)=[CH2:41])[CH:37]=1. (4) Given the product [ClH:11].[Cl:11][CH2:7][C:3]1[N:2]([CH3:1])[CH:6]=[CH:5][N:4]=1, predict the reactants needed to synthesize it. The reactants are: [CH3:1][N:2]1[CH:6]=[CH:5][N:4]=[C:3]1[CH2:7]O.O=S(Cl)[Cl:11]. (5) Given the product [CH3:35][O:34][C:30]1[CH:29]=[C:5]([CH:4]=[C:3]([O:2][CH3:1])[C:31]=1[O:32][CH3:33])[O:6][CH2:7][C:8]([N:10]1[CH2:15][CH2:14][N:13]([CH2:16][C:17]2[CH:22]=[CH:21][C:20]([F:23])=[CH:19][CH:18]=2)[CH2:12][CH:11]1[CH2:24][C:25]([OH:27])=[O:26])=[O:9], predict the reactants needed to synthesize it. The reactants are: [CH3:1][O:2][C:3]1[CH:4]=[C:5]([CH:29]=[C:30]([O:34][CH3:35])[C:31]=1[O:32][CH3:33])[O:6][CH2:7][C:8]([N:10]1[CH2:15][CH2:14][N:13]([CH2:16][C:17]2[CH:22]=[CH:21][C:20]([F:23])=[CH:19][CH:18]=2)[CH2:12][CH:11]1[CH2:24][C:25]([O:27]C)=[O:26])=[O:9].CO.O.O.[OH-].[Li+].